Predict the product of the given reaction. From a dataset of Forward reaction prediction with 1.9M reactions from USPTO patents (1976-2016). (1) Given the reactants C(OC(=O)[NH:7][C:8]1([C:12]2[CH:17]=[CH:16][C:15]([C:18]3[C:23]([C:24]4[CH:29]=[CH:28][CH:27]=[CH:26][CH:25]=4)=[CH:22][N:21]4[N:30]=[C:31]([CH3:33])[N:32]=[C:20]4[N:19]=3)=[CH:14][CH:13]=2)[CH2:11][CH2:10][CH2:9]1)(C)(C)C.Cl, predict the reaction product. The product is: [CH3:33][C:31]1[N:32]=[C:20]2[N:19]=[C:18]([C:15]3[CH:16]=[CH:17][C:12]([C:8]4([NH2:7])[CH2:11][CH2:10][CH2:9]4)=[CH:13][CH:14]=3)[C:23]([C:24]3[CH:25]=[CH:26][CH:27]=[CH:28][CH:29]=3)=[CH:22][N:21]2[N:30]=1. (2) Given the reactants C(N(C(C)C)CC)(C)C.[S:10]([C:14]1[CH:15]=[C:16]([NH:20][C:21]2[N:30]=[CH:29][C:28]3[CH:27]=[CH:26][C:25]4[N:31]=[C:32]([C:34]([OH:36])=O)[S:33][C:24]=4[C:23]=3[N:22]=2)[CH:17]=[CH:18][CH:19]=1)(=[O:13])(=[O:12])[NH2:11].[C:37]([O:41][C:42]([NH:44][CH:45]1[CH2:49][CH2:48][NH:47][CH2:46]1)=[O:43])([CH3:40])([CH3:39])[CH3:38].C1CN([P+](Br)(N2CCCC2)N2CCCC2)CC1.F[P-](F)(F)(F)(F)F, predict the reaction product. The product is: [C:37]([O:41][C:42](=[O:43])[NH:44][CH:45]1[CH2:49][CH2:48][N:47]([C:34]([C:32]2[S:33][C:24]3[C:23]4[N:22]=[C:21]([NH:20][C:16]5[CH:17]=[CH:18][CH:19]=[C:14]([S:10](=[O:12])(=[O:13])[NH2:11])[CH:15]=5)[N:30]=[CH:29][C:28]=4[CH:27]=[CH:26][C:25]=3[N:31]=2)=[O:36])[CH2:46]1)([CH3:40])([CH3:38])[CH3:39]. (3) Given the reactants C[O:2][C:3](=O)[CH2:4][N:5]1[C:10](=[O:11])[C:9]2=[CH:12][CH:13]=[CH:14][N:8]2[N:7]=[C:6]1[CH:15]([N:18]([CH2:28][CH2:29][CH2:30][NH:31][C:32]([O:34][C:35]([CH3:38])([CH3:37])[CH3:36])=[O:33])[C:19](=[O:27])[C:20]1[CH:25]=[CH:24][C:23]([CH3:26])=[CH:22][CH:21]=1)[CH2:16][CH3:17].O[NH:41][C:42](=[NH:44])[CH3:43].[H-].[Na+], predict the reaction product. The product is: [C:35]([O:34][C:32](=[O:33])[NH:31][CH2:30][CH2:29][CH2:28][N:18]([C:19](=[O:27])[C:20]1[CH:21]=[CH:22][C:23]([CH3:26])=[CH:24][CH:25]=1)[CH:15]([C:6]1[N:5]([CH2:4][C:3]2[O:2][N:44]=[C:42]([CH3:43])[N:41]=2)[C:10](=[O:11])[C:9]2=[CH:12][CH:13]=[CH:14][N:8]2[N:7]=1)[CH2:16][CH3:17])([CH3:37])([CH3:38])[CH3:36]. (4) The product is: [CH3:1][C:2]1[CH:7]=[CH:6][N:5]=[CH:4][C:3]=1[N:8]1[CH2:12][CH2:11][N:10]([C:15]2[CH:19]=[CH:18][S:17][CH:16]=2)[C:9]1=[O:13]. Given the reactants [CH3:1][C:2]1[CH:7]=[CH:6][N:5]=[CH:4][C:3]=1[N:8]1[CH2:12][CH2:11][NH:10][C:9]1=[O:13].Br[C:15]1[CH:19]=[CH:18][S:17][CH:16]=1.N[C@@H]1CCCC[C@H]1N.C(=O)([O-])[O-].[K+].[K+], predict the reaction product. (5) The product is: [CH3:1][O:2][C:3](=[O:26])[C:4]1[CH:9]=[C:8]([CH2:30][CH:31]([CH3:33])[CH3:32])[CH:7]=[C:6]([O:18][CH2:19][C:20]2[CH:25]=[CH:24][CH:23]=[CH:22][CH:21]=2)[CH:5]=1. Given the reactants [CH3:1][O:2][C:3](=[O:26])[C:4]1[CH:9]=[C:8](OS(C(F)(F)F)(=O)=O)[CH:7]=[C:6]([O:18][CH2:19][C:20]2[CH:25]=[CH:24][CH:23]=[CH:22][CH:21]=2)[CH:5]=1.[Cl-].[Li+].[Br-].[CH2:30]([Zn+])[CH:31]([CH3:33])[CH3:32], predict the reaction product.